Dataset: Peptide-MHC class II binding affinity with 134,281 pairs from IEDB. Task: Regression. Given a peptide amino acid sequence and an MHC pseudo amino acid sequence, predict their binding affinity value. This is MHC class II binding data. (1) The peptide sequence is INEPTAAAICYGLDR. The MHC is HLA-DQA10102-DQB10602 with pseudo-sequence HLA-DQA10102-DQB10602. The binding affinity (normalized) is 0.542. (2) The peptide sequence is MEVGWYRSPFSRVVHLYRNGK. The MHC is HLA-DPA10103-DPB10201 with pseudo-sequence HLA-DPA10103-DPB10201. The binding affinity (normalized) is 0.297. (3) The peptide sequence is DYVRMWVQAATAMSA. The MHC is HLA-DQA10201-DQB10202 with pseudo-sequence HLA-DQA10201-DQB10202. The binding affinity (normalized) is 0.230.